Dataset: NCI-60 drug combinations with 297,098 pairs across 59 cell lines. Task: Regression. Given two drug SMILES strings and cell line genomic features, predict the synergy score measuring deviation from expected non-interaction effect. (1) Drug 1: CCC(=C(C1=CC=CC=C1)C2=CC=C(C=C2)OCCN(C)C)C3=CC=CC=C3.C(C(=O)O)C(CC(=O)O)(C(=O)O)O. Drug 2: C1=NC(=NC(=O)N1C2C(C(C(O2)CO)O)O)N. Cell line: UACC-257. Synergy scores: CSS=4.22, Synergy_ZIP=-0.754, Synergy_Bliss=1.85, Synergy_Loewe=-4.27, Synergy_HSA=-1.09. (2) Drug 1: CC1=CC=C(C=C1)C2=CC(=NN2C3=CC=C(C=C3)S(=O)(=O)N)C(F)(F)F. Drug 2: COC1=C2C(=CC3=C1OC=C3)C=CC(=O)O2. Cell line: PC-3. Synergy scores: CSS=-7.44, Synergy_ZIP=4.86, Synergy_Bliss=3.27, Synergy_Loewe=-0.0712, Synergy_HSA=-2.39. (3) Drug 1: C1=C(C(=O)NC(=O)N1)F. Drug 2: CS(=O)(=O)CCNCC1=CC=C(O1)C2=CC3=C(C=C2)N=CN=C3NC4=CC(=C(C=C4)OCC5=CC(=CC=C5)F)Cl. Cell line: MDA-MB-231. Synergy scores: CSS=10.5, Synergy_ZIP=-9.02, Synergy_Bliss=-1.38, Synergy_Loewe=-4.95, Synergy_HSA=-3.94. (4) Drug 1: CCC1=C2CN3C(=CC4=C(C3=O)COC(=O)C4(CC)O)C2=NC5=C1C=C(C=C5)O. Drug 2: CC(C)CN1C=NC2=C1C3=CC=CC=C3N=C2N. Cell line: RXF 393. Synergy scores: CSS=6.47, Synergy_ZIP=-3.20, Synergy_Bliss=-1.33, Synergy_Loewe=-13.2, Synergy_HSA=-2.98. (5) Drug 1: C1=C(C(=O)NC(=O)N1)F. Drug 2: CC(C)NC(=O)C1=CC=C(C=C1)CNNC.Cl. Cell line: HCC-2998. Synergy scores: CSS=19.7, Synergy_ZIP=-5.27, Synergy_Bliss=-11.5, Synergy_Loewe=-13.2, Synergy_HSA=-12.1. (6) Drug 1: CS(=O)(=O)C1=CC(=C(C=C1)C(=O)NC2=CC(=C(C=C2)Cl)C3=CC=CC=N3)Cl. Drug 2: C1CN(P(=O)(OC1)NCCCl)CCCl. Cell line: NCI-H322M. Synergy scores: CSS=3.68, Synergy_ZIP=0.439, Synergy_Bliss=3.11, Synergy_Loewe=-0.856, Synergy_HSA=1.35. (7) Drug 1: CCCCCOC(=O)NC1=NC(=O)N(C=C1F)C2C(C(C(O2)C)O)O. Drug 2: C1CCC(C(C1)N)N.C(=O)(C(=O)[O-])[O-].[Pt+4]. Cell line: MOLT-4. Synergy scores: CSS=36.8, Synergy_ZIP=5.53, Synergy_Bliss=0.0675, Synergy_Loewe=-44.4, Synergy_HSA=-13.5. (8) Drug 2: CC1C(C(CC(O1)OC2CC(CC3=C2C(=C4C(=C3O)C(=O)C5=CC=CC=C5C4=O)O)(C(=O)C)O)N)O. Cell line: MOLT-4. Drug 1: C1=NC2=C(N1)C(=S)N=C(N2)N. Synergy scores: CSS=51.1, Synergy_ZIP=-12.6, Synergy_Bliss=-23.4, Synergy_Loewe=-22.0, Synergy_HSA=-19.9. (9) Drug 1: C1=CN(C(=O)N=C1N)C2C(C(C(O2)CO)O)O.Cl. Drug 2: CCC1(CC2CC(C3=C(CCN(C2)C1)C4=CC=CC=C4N3)(C5=C(C=C6C(=C5)C78CCN9C7C(C=CC9)(C(C(C8N6C)(C(=O)OC)O)OC(=O)C)CC)OC)C(=O)OC)O.OS(=O)(=O)O. Cell line: ACHN. Synergy scores: CSS=40.4, Synergy_ZIP=1.29, Synergy_Bliss=1.52, Synergy_Loewe=-1.67, Synergy_HSA=1.39.